Dataset: NCI-60 drug combinations with 297,098 pairs across 59 cell lines. Task: Regression. Given two drug SMILES strings and cell line genomic features, predict the synergy score measuring deviation from expected non-interaction effect. (1) Drug 1: C1CCC(CC1)NC(=O)N(CCCl)N=O. Drug 2: C1=NNC2=C1C(=O)NC=N2. Cell line: OVCAR-4. Synergy scores: CSS=12.2, Synergy_ZIP=-3.29, Synergy_Bliss=2.31, Synergy_Loewe=0.748, Synergy_HSA=3.67. (2) Drug 1: CC12CCC(CC1=CCC3C2CCC4(C3CC=C4C5=CN=CC=C5)C)O. Drug 2: C1CCC(C1)C(CC#N)N2C=C(C=N2)C3=C4C=CNC4=NC=N3. Cell line: OVCAR-4. Synergy scores: CSS=13.7, Synergy_ZIP=-2.20, Synergy_Bliss=2.64, Synergy_Loewe=-0.918, Synergy_HSA=2.49. (3) Drug 1: CN1C(=O)N2C=NC(=C2N=N1)C(=O)N. Drug 2: CC(C)NC(=O)C1=CC=C(C=C1)CNNC.Cl. Cell line: SR. Synergy scores: CSS=17.1, Synergy_ZIP=0.623, Synergy_Bliss=2.59, Synergy_Loewe=-11.7, Synergy_HSA=0.246. (4) Drug 1: C1=CN(C=N1)CC(O)(P(=O)(O)O)P(=O)(O)O. Drug 2: C1CC(=O)NC(=O)C1N2C(=O)C3=CC=CC=C3C2=O. Cell line: MALME-3M. Synergy scores: CSS=-6.70, Synergy_ZIP=3.87, Synergy_Bliss=2.69, Synergy_Loewe=-3.76, Synergy_HSA=-3.22.